Dataset: Peptide-MHC class II binding affinity with 134,281 pairs from IEDB. Task: Regression. Given a peptide amino acid sequence and an MHC pseudo amino acid sequence, predict their binding affinity value. This is MHC class II binding data. The peptide sequence is AAATATATAAVGAAT. The MHC is DRB1_1602 with pseudo-sequence DRB1_1602. The binding affinity (normalized) is 0.107.